Dataset: Full USPTO retrosynthesis dataset with 1.9M reactions from patents (1976-2016). Task: Predict the reactants needed to synthesize the given product. (1) Given the product [Cl-:1].[C:11]([O:15][C:16]([NH:18][CH:19]([C:31]1[S:32][CH:33]=[CH:34][CH:35]=1)[C:20]([O:22][C@@H:23]1[CH:28]2[CH2:27][CH2:26][N+:25]([CH2:2][C:3](=[O:4])[C:5]3[CH:10]=[CH:9][CH:8]=[CH:7][CH:6]=3)([CH2:30][CH2:29]2)[CH2:24]1)=[O:21])=[O:17])([CH3:14])([CH3:12])[CH3:13], predict the reactants needed to synthesize it. The reactants are: [Cl:1][CH2:2][C:3]([C:5]1[CH:10]=[CH:9][CH:8]=[CH:7][CH:6]=1)=[O:4].[C:11]([O:15][C:16]([NH:18][CH:19]([C:31]1[S:32][CH:33]=[CH:34][CH:35]=1)[C:20]([O:22][C@@H:23]1[CH:28]2[CH2:29][CH2:30][N:25]([CH2:26][CH2:27]2)[CH2:24]1)=[O:21])=[O:17])([CH3:14])([CH3:13])[CH3:12]. (2) Given the product [F:21][C:22]1[CH:27]=[C:26]([F:28])[CH:25]=[CH:24][C:23]=1[C:2]1[CH:7]=[CH:6][N:5]=[C:4]([N:8]2[CH2:13][CH2:12][N:11]([C:14]([O:16][C:17]([CH3:20])([CH3:19])[CH3:18])=[O:15])[CH2:10][CH2:9]2)[N:3]=1, predict the reactants needed to synthesize it. The reactants are: Cl[C:2]1[CH:7]=[CH:6][N:5]=[C:4]([N:8]2[CH2:13][CH2:12][N:11]([C:14]([O:16][C:17]([CH3:20])([CH3:19])[CH3:18])=[O:15])[CH2:10][CH2:9]2)[N:3]=1.[F:21][C:22]1[CH:27]=[C:26]([F:28])[CH:25]=[CH:24][C:23]=1OB(O)O.C(=O)([O-])[O-].[Na+].[Na+].C1(C)C=CC=CC=1. (3) Given the product [Cl:1][C:2]1[C:3]([C:17]2[CH:22]=[N:21][CH:20]=[C:19]([NH:23][CH2:24][CH:25]3[CH2:30][CH2:29][O:28][CH2:27][CH2:26]3)[N:18]=2)=[CH:4][C:5]([NH:8][C:9]([C@H:11]2[CH2:16][CH2:15][CH2:14][N:13]([S:39]([CH3:38])(=[O:41])=[O:40])[CH2:12]2)=[O:10])=[N:6][CH:7]=1, predict the reactants needed to synthesize it. The reactants are: [Cl:1][C:2]1[C:3]([C:17]2[CH:22]=[N:21][CH:20]=[C:19]([NH:23][CH2:24][CH:25]3[CH2:30][CH2:29][O:28][CH2:27][CH2:26]3)[N:18]=2)=[CH:4][C:5]([NH:8][C:9]([C@H:11]2[CH2:16][CH2:15][CH2:14][NH:13][CH2:12]2)=[O:10])=[N:6][CH:7]=1.C(N(CC)CC)C.[CH3:38][S:39](Cl)(=[O:41])=[O:40]. (4) Given the product [Cl:1][C:2]1[C:10]([O:11][CH3:12])=[CH:9][CH:8]=[CH:7][C:3]=1[C:4]([NH:31][CH2:30][C:17]1([C:20]2[CH:21]=[N:22][C:23]([C:26]([F:29])([F:28])[F:27])=[N:24][CH:25]=2)[CH2:18][CH2:19][C:14]([F:13])([F:32])[CH2:15][CH2:16]1)=[O:6], predict the reactants needed to synthesize it. The reactants are: [Cl:1][C:2]1[C:10]([O:11][CH3:12])=[CH:9][CH:8]=[CH:7][C:3]=1[C:4]([OH:6])=O.[F:13][C:14]1([F:32])[CH2:19][CH2:18][C:17]([CH2:30][NH2:31])([C:20]2[CH:21]=[N:22][C:23]([C:26]([F:29])([F:28])[F:27])=[N:24][CH:25]=2)[CH2:16][CH2:15]1. (5) Given the product [NH2:8][C@H:9]1[C@H:18]([OH:19])[CH2:17][CH2:16][C:11]2([O:12][CH2:13][CH2:14][O:15]2)[CH2:10]1, predict the reactants needed to synthesize it. The reactants are: C([NH:8][C@H:9]1[C@H:18]([OH:19])[CH2:17][CH2:16][C:11]2([O:15][CH2:14][CH2:13][O:12]2)[CH2:10]1)C1C=CC=CC=1.[H][H].